Dataset: NCI-60 drug combinations with 297,098 pairs across 59 cell lines. Task: Regression. Given two drug SMILES strings and cell line genomic features, predict the synergy score measuring deviation from expected non-interaction effect. Cell line: MDA-MB-435. Drug 2: C(CC(=O)O)C(=O)CN.Cl. Synergy scores: CSS=1.04, Synergy_ZIP=0.520, Synergy_Bliss=3.57, Synergy_Loewe=1.60, Synergy_HSA=1.73. Drug 1: C1CN1P(=S)(N2CC2)N3CC3.